Dataset: Reaction yield outcomes from USPTO patents with 853,638 reactions. Task: Predict the reaction yield, written as a fraction of the theoretical maximum amount of product (1.0 means a 100% yield; for example, 0.34 means a 34% yield). (1) The reactants are [C:1]([O:5][C:6]([NH:8][C@H:9]([C:22]([OH:24])=O)[CH2:10][C:11]1[CH:16]=[CH:15][C:14]([O:17][C:18]([CH3:21])([CH3:20])[CH3:19])=[CH:13][CH:12]=1)=[O:7])([CH3:4])([CH3:3])[CH3:2].[CH3:25][NH:26][CH2:27][CH2:28][CH:29]([CH3:31])[CH3:30].CCN(C(C)C)C(C)C.C1CN([P+](Br)(N2CCCC2)N2CCCC2)CC1.F[P-](F)(F)(F)(F)F. The catalyst is CN(C=O)C. The product is [CH2:27]([N:26]([CH3:25])[C:22]([C@@H:9]([NH:8][C:6](=[O:7])[O:5][C:1]([CH3:4])([CH3:3])[CH3:2])[CH2:10][C:11]1[CH:16]=[CH:15][C:14]([O:17][C:18]([CH3:21])([CH3:20])[CH3:19])=[CH:13][CH:12]=1)=[O:24])[CH2:28][CH:29]([CH3:31])[CH3:30]. The yield is 0.830. (2) The reactants are [C:1]([O:5][CH:6]([C:11]1[C:12]([CH:30]([CH3:32])[CH3:31])=[N:13][C:14]2[C:15]([CH3:29])([CH3:28])[CH2:16][NH:17][CH2:18][C:19]=2[C:20]=1[C:21]1[CH:26]=[CH:25][C:24]([F:27])=[CH:23][CH:22]=1)[C:7]([O:9][CH3:10])=[O:8])([CH3:4])([CH3:3])[CH3:2].[F:33][C:34]1[CH:41]=[CH:40][C:37]([CH:38]=O)=[CH:36][CH:35]=1.CC(O)=O.[BH-](OC(C)=O)(OC(C)=O)OC(C)=O.[Na+]. The catalyst is C(Cl)Cl. The product is [C:1]([O:5][CH:6]([C:11]1[C:12]([CH:30]([CH3:32])[CH3:31])=[N:13][C:14]2[C:15]([CH3:29])([CH3:28])[CH2:16][N:17]([CH2:38][C:37]3[CH:40]=[CH:41][C:34]([F:33])=[CH:35][CH:36]=3)[CH2:18][C:19]=2[C:20]=1[C:21]1[CH:26]=[CH:25][C:24]([F:27])=[CH:23][CH:22]=1)[C:7]([O:9][CH3:10])=[O:8])([CH3:4])([CH3:3])[CH3:2]. The yield is 0.470.